This data is from Catalyst prediction with 721,799 reactions and 888 catalyst types from USPTO. The task is: Predict which catalyst facilitates the given reaction. (1) Reactant: C(Cl)(=O)[C:2](Cl)=[O:3].CS(C)=O.[C:11]([O:15][C:16]([N:18]1[CH:22]([CH2:23][C:24]2[CH:29]=[C:28](CO)[C:27]([O:32][CH2:33][C:34]3[CH:39]=[CH:38][CH:37]=[CH:36][CH:35]=3)=[CH:26][C:25]=2[F:40])[C:21](=[O:41])[N:20]([CH3:42])[CH:19]1[C:43]([CH3:46])([CH3:45])[CH3:44])=[O:17])([CH3:14])([CH3:13])[CH3:12].C(N(CC)CC)C. Product: [C:11]([O:15][C:16]([N:18]1[CH:22]([CH:23]([CH:2]=[O:3])[C:24]2[CH:29]=[CH:28][C:27]([O:32][CH2:33][C:34]3[CH:39]=[CH:38][CH:37]=[CH:36][CH:35]=3)=[CH:26][C:25]=2[F:40])[C:21](=[O:41])[N:20]([CH3:42])[CH:19]1[C:43]([CH3:45])([CH3:44])[CH3:46])=[O:17])([CH3:14])([CH3:13])[CH3:12]. The catalyst class is: 46. (2) Reactant: Cl.[CH2:2]([O:9][C:10](=[O:19])[NH:11][C:12]1([CH3:18])[CH2:17][CH2:16][NH:15][CH2:14][CH2:13]1)[C:3]1[CH:8]=[CH:7][CH:6]=[CH:5][CH:4]=1.Cl[C:21]1[N:26]=[C:25]([C:27]([F:30])([F:29])[F:28])[CH:24]=[CH:23][N:22]=1.C(N(C(C)C)CC)(C)C. Product: [CH2:2]([O:9][C:10](=[O:19])[NH:11][C:12]1([CH3:18])[CH2:17][CH2:16][N:15]([C:21]2[N:26]=[C:25]([C:27]([F:30])([F:29])[F:28])[CH:24]=[CH:23][N:22]=2)[CH2:14][CH2:13]1)[C:3]1[CH:8]=[CH:7][CH:6]=[CH:5][CH:4]=1. The catalyst class is: 12. (3) Reactant: Cl.[CH3:2][O:3][C:4]1[CH:5]=[C:6]([NH:10][NH2:11])[CH:7]=[CH:8][CH:9]=1.[N+:12]([CH2:15][C:16]([C:18]1C=CC=C[CH:19]=1)=O)([O-:14])=[O:13].[C:24]([O-])(=O)[CH3:25].[Na+].[C:29](O)(=O)[CH3:30]. Product: [CH3:2][O:3][C:4]1[CH:5]=[C:6]([NH:10][N:11]=[C:29]([C:24]2[CH:25]=[CH:19][CH:18]=[CH:16][C:15]=2[N+:12]([O-:14])=[O:13])[CH3:30])[CH:7]=[CH:8][CH:9]=1. The catalyst class is: 6. (4) Reactant: [C:1]([C:4]1[CH:5]=[C:6]([C:10]2[CH:11]=[C:12]3[C:16](=[CH:17][CH:18]=2)[N:15]([CH3:19])[C:14](=[O:20])[CH2:13]3)[CH:7]=[N:8][CH:9]=1)([CH3:3])=[CH2:2]. Product: [CH:1]([C:4]1[CH:5]=[C:6]([C:10]2[CH:11]=[C:12]3[C:16](=[CH:17][CH:18]=2)[N:15]([CH3:19])[C:14](=[O:20])[CH2:13]3)[CH:7]=[N:8][CH:9]=1)([CH3:3])[CH3:2]. The catalyst class is: 19. (5) Reactant: [CH3:1][C:2]([O:5][C:6]([NH:8][CH:9]([C:13]([OH:15])=O)[CH2:10][CH:11]=[CH2:12])=[O:7])([CH3:4])[CH3:3].C1CCC(NC2CCCCC2)CC1.CN(C(ON1N=NC2C=CC=NC1=2)=[N+](C)C)C.[B-](F)(F)(F)F.CCN(C(C)C)C(C)C.[CH2:60]([NH:63][CH2:64][C:65]1[CH:70]=[CH:69][C:68]([O:71][CH3:72])=[CH:67][C:66]=1[O:73][CH3:74])[CH:61]=[CH2:62]. The catalyst class is: 9. Product: [C:2]([O:5][C:6](=[O:7])[NH:8][C@@H:9]([C:13](=[O:15])[N:63]([CH2:60][CH:61]=[CH2:62])[CH2:64][C:65]1[CH:70]=[CH:69][C:68]([O:71][CH3:72])=[CH:67][C:66]=1[O:73][CH3:74])[CH2:10][CH:11]=[CH2:12])([CH3:1])([CH3:3])[CH3:4]. (6) Reactant: [C:1]([O:5][C:6](=[O:27])[N:7]([CH2:17][C:18]1[CH:23]=[CH:22][CH:21]=[C:20]([CH2:24][CH2:25][OH:26])[CH:19]=1)[CH2:8][CH2:9][CH2:10][C:11]1[CH:16]=[CH:15][CH:14]=[CH:13][N:12]=1)([CH3:4])([CH3:3])[CH3:2].CC(OI1(OC(C)=O)(OC(C)=O)OC(=O)C2C=CC=CC1=2)=O.S([O-])([O-])(=O)=S.[Na+].[Na+].C(=O)(O)[O-].[Na+]. Product: [C:1]([O:5][C:6](=[O:27])[N:7]([CH2:17][C:18]1[CH:23]=[CH:22][CH:21]=[C:20]([CH2:24][CH:25]=[O:26])[CH:19]=1)[CH2:8][CH2:9][CH2:10][C:11]1[CH:16]=[CH:15][CH:14]=[CH:13][N:12]=1)([CH3:2])([CH3:4])[CH3:3]. The catalyst class is: 96. (7) Reactant: [NH2:1][C:2](=[O:36])[C:3]([NH:6][C:7](=[O:35])[C:8]1[CH:13]=[CH:12][CH:11]=[C:10]([C:14]2[C:23]3[C:18](=[CH:19][C:20]([S:29]([CH2:31][CH3:32])=[O:30])=[C:21]4[O:26][C:25]([CH3:28])([CH3:27])[CH2:24][C:22]4=3)[CH2:17][C:16]([CH3:34])([CH3:33])[N:15]=2)[CH:9]=1)([CH3:5])[CH3:4].I([O-])(=O)(=O)=[O:38].[Na+]. Product: [NH2:1][C:2](=[O:36])[C:3]([NH:6][C:7](=[O:35])[C:8]1[CH:13]=[CH:12][CH:11]=[C:10]([C:14]2[C:23]3[C:18](=[CH:19][C:20]([S:29]([CH2:31][CH3:32])(=[O:38])=[O:30])=[C:21]4[O:26][C:25]([CH3:27])([CH3:28])[CH2:24][C:22]4=3)[CH2:17][C:16]([CH3:34])([CH3:33])[N:15]=2)[CH:9]=1)([CH3:5])[CH3:4]. The catalyst class is: 24. (8) Reactant: CC(O)=O.[NH2:5][C@@H:6]1[CH2:8][C@H:7]1[C:9]1[CH:10]=[CH:11][C:12]([C:15]2[CH:16]=[C:17]([CH:20]=[C:21]([O:23][CH3:24])[CH:22]=2)[C:18]#[N:19])=[N:13][CH:14]=1.O=[C:26]1[CH2:31][CH2:30][CH:29]([NH:32][C:33](=[O:39])[O:34][C:35]([CH3:38])([CH3:37])[CH3:36])[CH2:28][CH2:27]1.C(O[BH-](OC(=O)C)OC(=O)C)(=O)C.[Na+]. Product: [C:18]([C:17]1[CH:16]=[C:15]([C:12]2[N:13]=[CH:14][C:9]([C@@H:7]3[CH2:8][C@H:6]3[NH:5][CH:26]3[CH2:27][CH2:28][CH:29]([NH:32][C:33](=[O:39])[O:34][C:35]([CH3:37])([CH3:36])[CH3:38])[CH2:30][CH2:31]3)=[CH:10][CH:11]=2)[CH:22]=[C:21]([O:23][CH3:24])[CH:20]=1)#[N:19]. The catalyst class is: 26.